From a dataset of Full USPTO retrosynthesis dataset with 1.9M reactions from patents (1976-2016). Predict the reactants needed to synthesize the given product. (1) Given the product [CH2:15]([O:11][CH:8]([C:3]1[CH:4]=[CH:5][CH:6]=[CH:7][C:2]=1[Cl:1])[C:9]#[CH:10])[CH2:16][CH3:17], predict the reactants needed to synthesize it. The reactants are: [Cl:1][C:2]1[CH:7]=[CH:6][CH:5]=[CH:4][C:3]=1[CH:8]([OH:11])[C:9]#[CH:10].[H-].[Na+].Br[CH2:15][CH2:16][CH3:17]. (2) The reactants are: [C:1]1([C:7]2[O:11][C:10]([C:12]([OH:14])=O)=[CH:9][CH:8]=2)[CH:6]=[CH:5][CH:4]=[CH:3][CH:2]=1.[CH2:15]([O:17][C:18]([C:20]1[NH:21][C:22]2[C:27]([CH:28]=1)=[CH:26][C:25]([NH2:29])=[CH:24][CH:23]=2)=[O:19])[CH3:16]. Given the product [CH2:15]([O:17][C:18]([C:20]1[NH:21][C:22]2[C:27]([CH:28]=1)=[CH:26][C:25]([NH:29][C:12]([C:10]1[O:11][C:7]([C:1]3[CH:2]=[CH:3][CH:4]=[CH:5][CH:6]=3)=[CH:8][CH:9]=1)=[O:14])=[CH:24][CH:23]=2)=[O:19])[CH3:16], predict the reactants needed to synthesize it.